From a dataset of Forward reaction prediction with 1.9M reactions from USPTO patents (1976-2016). Predict the product of the given reaction. (1) Given the reactants O1CCC(=O)CC1.[C:8]([O:12][C:13]([N:15]1CCC(=O)CC1)=[O:14])([CH3:11])([CH3:10])[CH3:9].[NH2:22][C:23]1([CH2:29][C:30]([O:32][CH3:33])=[O:31])[CH2:28][CH2:27]O[CH2:25][CH2:24]1, predict the reaction product. The product is: [NH2:22][C:23]1([CH2:29][C:30]([O:32][CH3:33])=[O:31])[CH2:28][CH2:27][N:15]([C:13]([O:12][C:8]([CH3:11])([CH3:10])[CH3:9])=[O:14])[CH2:25][CH2:24]1. (2) Given the reactants C([O:3][C:4]([C@H:6]1[CH2:10][CH2:9][C:8](=[O:11])[N:7]1[C:12]1[CH:17]=[CH:16][C:15]([C@@H:18]([O:24][Si:25]([C:28]([CH3:31])([CH3:30])[CH3:29])([CH3:27])[CH3:26])[CH2:19][CH2:20][CH2:21][CH2:22][CH3:23])=[CH:14][CH:13]=1)=O)C.P([O-])([O-])([O-])=O.[K+].[K+].[K+].[BH4-].[Na+], predict the reaction product. The product is: [C:28]([Si:25]([CH3:27])([CH3:26])[O:24][C@H:18]([C:15]1[CH:14]=[CH:13][C:12]([N:7]2[C@@H:6]([CH2:4][OH:3])[CH2:10][CH2:9][C:8]2=[O:11])=[CH:17][CH:16]=1)[CH2:19][CH2:20][CH2:21][CH2:22][CH3:23])([CH3:31])([CH3:30])[CH3:29].